The task is: Predict which catalyst facilitates the given reaction.. This data is from Catalyst prediction with 721,799 reactions and 888 catalyst types from USPTO. (1) Reactant: [CH2:1]([O:3][C:4]([C:6]1[N:7]=[C:8]([CH3:12])[S:9][C:10]=1[NH2:11])=[O:5])[CH3:2].[C:13](O[C:13]([O:15][C:16]([CH3:19])([CH3:18])[CH3:17])=[O:14])([O:15][C:16]([CH3:19])([CH3:18])[CH3:17])=[O:14]. Product: [CH2:1]([O:3][C:4]([C:6]1[N:7]=[C:8]([CH3:12])[S:9][C:10]=1[NH:11][C:13]([O:15][C:16]([CH3:19])([CH3:18])[CH3:17])=[O:14])=[O:5])[CH3:2]. The catalyst class is: 230. (2) Reactant: [Cl:1][C:2]1[CH:3]=[C:4]([NH:9][CH2:10][C:11]([OH:13])=O)[CH:5]=[C:6]([F:8])[CH:7]=1.C1C=CC2N(O)N=NC=2C=1.CCN=C=NCCCN(C)C.[NH:35]1[CH2:40][CH2:39][CH2:38][C@@H:37]([NH:41][C:42]2[N:47]=[CH:46][N:45]=[C:44]3[NH:48][N:49]=[CH:50][C:43]=23)[CH2:36]1.CCN(C(C)C)C(C)C. Product: [NH:48]1[C:44]2=[N:45][CH:46]=[N:47][C:42]([NH:41][C@@H:37]3[CH2:38][CH2:39][CH2:40][N:35]([C:11](=[O:13])[CH2:10][NH:9][C:4]4[CH:5]=[C:6]([F:8])[CH:7]=[C:2]([Cl:1])[CH:3]=4)[CH2:36]3)=[C:43]2[CH:50]=[N:49]1. The catalyst class is: 31. (3) Reactant: [C:1]([O:5][C:6](=[O:34])[NH:7][C:8]1([C:12]2[CH:17]=[CH:16][C:15]([C:18]3[N:19]=[C:20]4[CH:25]=[CH:24][C:23](Br)=[CH:22][N:21]4[C:27]=3[C:28]3[CH:33]=[CH:32][CH:31]=[CH:30][CH:29]=3)=[CH:14][CH:13]=2)[CH2:11][CH2:10][CH2:9]1)([CH3:4])([CH3:3])[CH3:2].[C:35]([O:39][C:40]([N:42]1[C:46](B(O)O)=[CH:45][C:44]([CH3:50])=[N:43]1)=[O:41])([CH3:38])([CH3:37])[CH3:36]. Product: [C:35]([O:39][C:40]([N:42]1[C:46]([C:23]2[CH:24]=[CH:25][C:20]3[N:21]([C:27]([C:28]4[CH:33]=[CH:32][CH:31]=[CH:30][CH:29]=4)=[C:18]([C:15]4[CH:16]=[CH:17][C:12]([C:8]5([NH:7][C:6]([O:5][C:1]([CH3:4])([CH3:3])[CH3:2])=[O:34])[CH2:11][CH2:10][CH2:9]5)=[CH:13][CH:14]=4)[N:19]=3)[CH:22]=2)=[CH:45][C:44]([CH3:50])=[N:43]1)=[O:41])([CH3:38])([CH3:37])[CH3:36]. The catalyst class is: 38.